Predict the product of the given reaction. From a dataset of Forward reaction prediction with 1.9M reactions from USPTO patents (1976-2016). (1) Given the reactants [CH:1]1([C:7]2[N:11]3[C:12]4[C:17]([NH:18][C:19](=[O:20])[C:10]3=[CH:9][N:8]=2)=[CH:16][C:15]([C:21]([OH:23])=O)=[CH:14][CH:13]=4)[CH2:6][CH2:5][CH2:4][CH2:3][CH2:2]1.CN(C)C(=O)C.C(N1C=CN=C1)(N1C=CN=C1)=O.O[NH:43][C:44](=[NH:46])[CH3:45], predict the reaction product. The product is: [CH:1]1([C:7]2[N:11]3[C:12]4[C:17]([NH:18][C:19](=[O:20])[C:10]3=[CH:9][N:8]=2)=[CH:16][C:15]([C:21]2[O:23][N:46]=[C:44]([CH3:45])[N:43]=2)=[CH:14][CH:13]=4)[CH2:6][CH2:5][CH2:4][CH2:3][CH2:2]1. (2) Given the reactants [Br:1][C:2]1[C:11]2[O:10][C:9]([CH3:13])([CH3:12])[CH2:8][NH:7][C:6]=2[CH:5]=[CH:4][CH:3]=1.BrC1C2OC(C)(C)C(=O)NC=2C=CC=1.NC1C=CC=C(Br)C=1O.BrC(C)(C)C(Br)=O.[F:44][C:45]1[CH:50]=[CH:49][CH:48]=[CH:47][C:46]=1[S:51](Cl)(=[O:53])=[O:52], predict the reaction product. The product is: [Br:1][C:2]1[C:11]2[O:10][C:9]([CH3:13])([CH3:12])[CH2:8][N:7]([S:51]([C:46]3[CH:47]=[CH:48][CH:49]=[CH:50][C:45]=3[F:44])(=[O:53])=[O:52])[C:6]=2[CH:5]=[CH:4][CH:3]=1. (3) Given the reactants [CH2:1]([NH:3][C:4]([NH:6][C:7]1[CH:12]=[CH:11][C:10]([C:13]2[N:14]=[C:15]([N:23]3[CH2:28][CH2:27][O:26][CH2:25][C@@H:24]3[CH3:29])[C:16]3[CH2:22][CH2:21][NH:20][CH2:19][C:17]=3[N:18]=2)=[CH:9][CH:8]=1)=[O:5])[CH3:2].[C:30]([C:32]1[CH:37]=[CH:36][N:35]=[C:34](Cl)[CH:33]=1)#[N:31], predict the reaction product. The product is: [C:30]([C:32]1[CH:37]=[CH:36][N:35]=[C:34]([N:20]2[CH2:21][CH2:22][C:16]3[C:15]([N:23]4[CH2:28][CH2:27][O:26][CH2:25][C@@H:24]4[CH3:29])=[N:14][C:13]([C:10]4[CH:9]=[CH:8][C:7]([NH:6][C:4]([NH:3][CH2:1][CH3:2])=[O:5])=[CH:12][CH:11]=4)=[N:18][C:17]=3[CH2:19]2)[CH:33]=1)#[N:31]. (4) Given the reactants [Cl:1][C:2]1[CH:7]=[CH:6][C:5]([N+:8]([O-:10])=[O:9])=[CH:4][C:3]=1[OH:11].C(=O)([O-])[O-].[K+].[K+].[CH3:18][O:19][C:20]1[CH:27]=[CH:26][C:23]([CH2:24]Br)=[CH:22][CH:21]=1, predict the reaction product. The product is: [Cl:1][C:2]1[CH:7]=[CH:6][C:5]([N+:8]([O-:10])=[O:9])=[CH:4][C:3]=1[O:11][CH2:24][C:23]1[CH:26]=[CH:27][C:20]([O:19][CH3:18])=[CH:21][CH:22]=1. (5) The product is: [ClH:1].[F:2][C:3]1[C:8]([O:9][C:10]2[CH:15]=[CH:14][CH:13]=[CH:12][CH:11]=2)=[C:7]([F:16])[CH:6]=[CH:5][C:4]=1[CH:17]([NH:20][CH2:22][CH:23]([OH:25])[CH3:24])[CH2:18][CH3:19]. Given the reactants [ClH:1].[F:2][C:3]1[C:8]([O:9][C:10]2[CH:15]=[CH:14][CH:13]=[CH:12][CH:11]=2)=[C:7]([F:16])[CH:6]=[CH:5][C:4]=1[CH:17]([NH2:20])[CH2:18][CH3:19].Br[CH2:22][CH:23]([OH:25])[CH3:24], predict the reaction product. (6) The product is: [CH2:1]([NH:34][C@H:35]([C:38]([NH2:23])=[O:40])[CH2:36][SH:37])[CH2:2][CH2:3][CH2:4][CH2:5][CH2:6][CH2:7][CH2:8]/[CH:9]=[CH:10]\[CH2:11][CH2:12][CH2:13][CH2:14][CH2:15][CH2:16][CH2:17][CH3:18]. Given the reactants [C:1](O)(=O)[CH2:2][CH2:3][CH2:4][CH2:5][CH2:6][CH2:7][CH2:8]/[CH:9]=[CH:10]\[CH2:11][CH2:12][CH2:13][CH2:14][CH2:15][CH2:16][CH2:17][CH3:18].C([N:23](CC)CC)C.ClC(OCC)=O.[NH2:34][C@H:35]([C:38]([OH:40])=O)[CH2:36][SH:37], predict the reaction product. (7) Given the reactants [NH2:1][NH2:2].C(C1C=CC=CC=1C([NH:14][C:15]1[CH:49]=[C:48]([C:50]([F:53])([F:52])[F:51])[CH:47]=[CH:46][C:16]=1[CH2:17][N:18]1[C:26]2[C:21](=[N:22][C:23]([C:34]([OH:36])=O)=[N:24][C:25]=2[NH:27][C@@H:28]([CH:30]2[CH2:33][CH2:32][CH2:31]2)[CH3:29])[N:20]=[C:19]1[C:37]1[CH:42]=[C:41]([CH:43]([CH3:45])[CH3:44])[CH:40]=[CH:39][N:38]=1)=O)(O)=O, predict the reaction product. The product is: [NH2:14][C:15]1[CH:49]=[C:48]([C:50]([F:51])([F:53])[F:52])[CH:47]=[CH:46][C:16]=1[CH2:17][N:18]1[C:26]2[C:21](=[N:22][C:23]([C:34]([NH:1][NH2:2])=[O:36])=[N:24][C:25]=2[NH:27][C@@H:28]([CH:30]2[CH2:31][CH2:32][CH2:33]2)[CH3:29])[N:20]=[C:19]1[C:37]1[CH:42]=[C:41]([CH:43]([CH3:44])[CH3:45])[CH:40]=[CH:39][N:38]=1. (8) Given the reactants [O:1]1[CH2:6][CH2:5][CH2:4][O:3][CH:2]1[C:7]1[N:11]([CH3:12])[C:10]([C:13]2[S:21][C:20]3[C:15](=[N:16][CH:17]=[CH:18][C:19]=3Cl)[CH:14]=2)=[N:9][CH:8]=1.[F:23][C:24]1[CH:29]=[C:28]([N+:30]([O-:32])=[O:31])[CH:27]=[CH:26][C:25]=1[OH:33].C([O-])(O)=O.[Na+], predict the reaction product. The product is: [O:1]1[CH2:6][CH2:5][CH2:4][O:3][CH:2]1[C:7]1[N:11]([CH3:12])[C:10]([C:13]2[S:21][C:20]3[C:15](=[N:16][CH:17]=[CH:18][C:19]=3[O:33][C:25]3[CH:26]=[CH:27][C:28]([N+:30]([O-:32])=[O:31])=[CH:29][C:24]=3[F:23])[CH:14]=2)=[N:9][CH:8]=1. (9) Given the reactants [N:1]1[C:6]([C:7]([O-])=[O:8])=[CH:5][CH:4]=[CH:3][C:2]=1[C:10]([O:12]CC1C=CC=CC=1)=[O:11].[NH3:20], predict the reaction product. The product is: [C:7]([C:6]1[N:1]=[C:2]([C:10]([OH:12])=[O:11])[CH:3]=[CH:4][CH:5]=1)(=[O:8])[NH2:20]. (10) Given the reactants C(P(=O)(OCC)OCC)#N.[NH2:11][C:12]1[C:13]([S:24][CH2:25][C@@H:26]([C:35](O)=[O:36])[NH:27][O:28][C:29](=[O:34])[C:30]([CH3:33])([CH3:32])[CH3:31])=[C:14]([C:18]2[CH:23]=[CH:22][CH:21]=[CH:20][CH:19]=2)[CH:15]=[CH:16][CH:17]=1.CN(C=O)C, predict the reaction product. The product is: [CH3:31][C:30]([CH3:32])([CH3:33])[C:29]([O:28][NH:27][C@@H:26]1[C:35](=[O:36])[NH:11][C:12]2[CH:17]=[CH:16][CH:15]=[C:14]([C:18]3[CH:23]=[CH:22][CH:21]=[CH:20][CH:19]=3)[C:13]=2[S:24][CH2:25]1)=[O:34].